Dataset: Reaction yield outcomes from USPTO patents with 853,638 reactions. Task: Predict the reaction yield, written as a fraction of the theoretical maximum amount of product (1.0 means a 100% yield; for example, 0.34 means a 34% yield). The reactants are I[Si](C)(C)C.C(OC([N:12]1[CH2:18][CH2:17][CH2:16][C:15](=[O:19])[C:14]2[N:20]=[C:21]([CH3:28])[C:22]([C:24]([F:27])([F:26])[F:25])=[CH:23][C:13]1=2)=O)(C)C. The catalyst is C(Cl)(Cl)Cl. The product is [CH3:28][C:21]1[C:22]([C:24]([F:27])([F:25])[F:26])=[CH:23][C:13]2[NH:12][CH2:18][CH2:17][CH2:16][C:15](=[O:19])[C:14]=2[N:20]=1. The yield is 0.520.